This data is from Peptide-MHC class I binding affinity with 185,985 pairs from IEDB/IMGT. The task is: Regression. Given a peptide amino acid sequence and an MHC pseudo amino acid sequence, predict their binding affinity value. This is MHC class I binding data. (1) The peptide sequence is RIASILSLET. The MHC is HLA-A02:02 with pseudo-sequence HLA-A02:02. The binding affinity (normalized) is 0.411. (2) The peptide sequence is APYMVGDVI. The MHC is HLA-C05:01 with pseudo-sequence HLA-C05:01. The binding affinity (normalized) is 0.0847. (3) The peptide sequence is SQLSLSMARR. The MHC is HLA-A33:01 with pseudo-sequence HLA-A33:01. The binding affinity (normalized) is 0.224. (4) The peptide sequence is ASILSRMAY. The MHC is HLA-A11:01 with pseudo-sequence HLA-A11:01. The binding affinity (normalized) is 0.810. (5) The peptide sequence is RVIPVYQVN. The MHC is HLA-A02:01 with pseudo-sequence HLA-A02:01. The binding affinity (normalized) is 0. (6) The peptide sequence is AYTSVAEML. The MHC is H-2-Kd with pseudo-sequence H-2-Kd. The binding affinity (normalized) is 0.395.